This data is from Reaction yield outcomes from USPTO patents with 853,638 reactions. The task is: Predict the reaction yield, written as a fraction of the theoretical maximum amount of product (1.0 means a 100% yield; for example, 0.34 means a 34% yield). (1) The reactants are Cl[C:2]1[N:10]=[C:9](Cl)[CH:8]=[CH:7][C:3]=1[C:4]([NH2:6])=[O:5].[NH2:12][C:13]1[CH:23]=[CH:22][C:16]([C:17]([N:19]([CH3:21])[CH3:20])=[O:18])=[CH:15][CH:14]=1.C(O[C:29](=[O:36])[NH:30][C@H:31]1[CH2:35][CH2:34][NH:33][CH2:32]1)(C)(C)C.[C:37](O)(=O)[CH:38]=C. No catalyst specified. The product is [C:29]([NH:30][C@H:31]1[CH2:35][CH2:34][N:33]([C:9]2[CH:8]=[CH:7][C:3]([C:4]([NH2:6])=[O:5])=[C:2]([NH:12][C:13]3[CH:23]=[CH:22][C:16]([C:17](=[O:18])[N:19]([CH3:21])[CH3:20])=[CH:15][CH:14]=3)[N:10]=2)[CH2:32]1)(=[O:36])[CH:37]=[CH2:38]. The yield is 0.260. (2) The reactants are [Br:1][C:2]1[CH:7]=[CH:6][C:5]([NH:8][C:9]2[C:10]([CH:20]([OH:26])[CH2:21][O:22][CH2:23][O:24][CH3:25])=[CH:11][C:12]3[N:16]([CH3:17])[CH:15]=[N:14][C:13]=3[C:18]=2[F:19])=[C:4]([Cl:27])[CH:3]=1.CC(OI1(OC(C)=O)(OC(C)=O)OC(=O)C2C=CC=CC1=2)=O.C([O-])(O)=O.[Na+].O.O.O.O.O.S([O-])([O-])(=O)=S.[Na+].[Na+]. The catalyst is C(Cl)Cl.CCOCC.CCOC(C)=O. The product is [Br:1][C:2]1[CH:7]=[CH:6][C:5]([NH:8][C:9]2[C:10]([C:20](=[O:26])[CH2:21][O:22][CH2:23][O:24][CH3:25])=[CH:11][C:12]3[N:16]([CH3:17])[CH:15]=[N:14][C:13]=3[C:18]=2[F:19])=[C:4]([Cl:27])[CH:3]=1. The yield is 0.710. (3) The reactants are [CH2:1]([O:8][C:9]1[CH:18]=[C:17]2[C:12]([C:13]([Cl:19])=[N:14][CH:15]=[N:16]2)=[CH:11][C:10]=1[O:20][CH3:21])[C:2]1[CH:7]=[CH:6][CH:5]=[CH:4][CH:3]=1.[Cl:22][C:23]1[CH:29]=[CH:28][C:26]([NH2:27])=[C:25]([F:30])[CH:24]=1. The catalyst is CC(O)C. The product is [ClH:19].[CH2:1]([O:8][C:9]1[CH:18]=[C:17]2[C:12]([C:13]([NH:27][C:26]3[CH:28]=[CH:29][C:23]([Cl:22])=[CH:24][C:25]=3[F:30])=[N:14][CH:15]=[N:16]2)=[CH:11][C:10]=1[O:20][CH3:21])[C:2]1[CH:7]=[CH:6][CH:5]=[CH:4][CH:3]=1. The yield is 0.640.